The task is: Predict the reactants needed to synthesize the given product.. This data is from Full USPTO retrosynthesis dataset with 1.9M reactions from patents (1976-2016). (1) Given the product [C:5]1([C:1]([OH:4])([CH2:11][CH3:12])[C:2]#[CH:3])[CH:10]=[CH:9][CH:8]=[CH:7][CH:6]=1, predict the reactants needed to synthesize it. The reactants are: [C:1]([C:5]1[CH:10]=[CH:9][CH:8]=[CH:7][CH:6]=1)(=[O:4])[CH2:2][CH3:3].[C:11]([Mg]Br)#[CH:12].Cl.C(OCC)C. (2) The reactants are: [K][N:2]1[C:10](=[O:11])[C:9]2[C:4](=[CH:5][CH:6]=[CH:7][CH:8]=2)[C:3]1=[O:12].[Cl:13][C:14]1[N:19]=[C:18]([Cl:20])[CH:17]=[C:16]([CH2:21]Cl)[N:15]=1.CN(C)C=O. Given the product [Cl:13][C:14]1[N:15]=[C:16]([CH2:21][N:2]2[C:10](=[O:11])[C:9]3[C:4](=[CH:5][CH:6]=[CH:7][CH:8]=3)[C:3]2=[O:12])[CH:17]=[C:18]([Cl:20])[N:19]=1, predict the reactants needed to synthesize it.